Dataset: Full USPTO retrosynthesis dataset with 1.9M reactions from patents (1976-2016). Task: Predict the reactants needed to synthesize the given product. (1) Given the product [CH3:39][O:38][C:35]1[CH:36]=[CH:37][C:21]([C:19](=[O:20])[C:18]2[CH:17]=[CH:16][C:15]([O:14][CH2:2][C:3]3[N:7]=[C:6]([C:8]4[CH:13]=[CH:12][CH:11]=[CH:10][CH:9]=4)[O:5][N:4]=3)=[CH:41][CH:40]=2)=[C:22]([CH:34]=1)[O:23][C:24]([CH3:33])([CH3:32])[C:25]([OH:27])=[O:26], predict the reactants needed to synthesize it. The reactants are: Cl[CH2:2][C:3]1[N:7]=[C:6]([C:8]2[CH:13]=[CH:12][CH:11]=[CH:10][CH:9]=2)[O:5][N:4]=1.[OH:14][C:15]1[CH:41]=[CH:40][C:18]([C:19]([C:21]2[CH:37]=[CH:36][C:35]([O:38][CH3:39])=[CH:34][C:22]=2[O:23][C:24]([CH3:33])([CH3:32])[C:25]([O:27]C(C)(C)C)=[O:26])=[O:20])=[CH:17][CH:16]=1.C(=O)([O-])[O-].[K+].[K+].CN(C)C=O. (2) Given the product [CH3:1][C:2]1[O:3][C:4]([C:32]2[CH2:33][C:34]3[C:39]([CH:40]=2)=[C:38]([C:41]2[CH:46]=[CH:45][C:44]([O:47][CH3:48])=[CH:43][CH:42]=2)[C:37]([CH3:49])=[CH:36][CH:35]=3)=[CH:5][CH:6]=1, predict the reactants needed to synthesize it. The reactants are: [CH3:1][C:2]1[O:3][CH:4]=[CH:5][CH:6]=1.C([Li])CCC.B(OC(C)C)(OC(C)C)OC(C)C.C(=O)([O-])[O-].[Na+].[Na+].Br[C:32]1[CH2:33][C:34]2[C:39]([CH:40]=1)=[C:38]([C:41]1[CH:46]=[CH:45][C:44]([O:47][CH3:48])=[CH:43][CH:42]=1)[C:37]([CH3:49])=[CH:36][CH:35]=2.